Predict the reactants needed to synthesize the given product. From a dataset of Full USPTO retrosynthesis dataset with 1.9M reactions from patents (1976-2016). (1) The reactants are: Cl[C:2]1[N:7]=[N:6][CH:5]=[C:4]2[O:8][CH2:9][CH2:10][CH2:11][C:3]=12.C(N(CC)C(C)C)(C)C.[CH3:21][O:22][C:23]1[CH:30]=[C:29]([O:31][CH3:32])[CH:28]=[CH:27][C:24]=1[CH2:25][NH2:26]. Given the product [CH3:21][O:22][C:23]1[CH:30]=[C:29]([O:31][CH3:32])[CH:28]=[CH:27][C:24]=1[CH2:25][NH:26][C:2]1[N:7]=[N:6][CH:5]=[C:4]2[O:8][CH2:9][CH2:10][CH2:11][C:3]=12, predict the reactants needed to synthesize it. (2) Given the product [F:1][C:2]1[CH:7]=[C:6]([NH2:8])[CH:5]=[CH:4][C:3]=1[O:11][CH2:12][C:13]1[CH:18]=[CH:17][CH:16]=[C:15]([F:19])[CH:14]=1, predict the reactants needed to synthesize it. The reactants are: [F:1][C:2]1[CH:7]=[C:6]([N+:8]([O-])=O)[CH:5]=[CH:4][C:3]=1[O:11][CH2:12][C:13]1[CH:18]=[CH:17][CH:16]=[C:15]([F:19])[CH:14]=1. (3) The reactants are: [OH:1][C:2]1[CH:12]=[CH:11][CH:10]=[C:4]2[C:5]([O:7][C:8](=[O:9])[C:3]=12)=[O:6].[C:13](=[O:16])(O)[O-].[Na+].I[CH3:19]. Given the product [CH3:13][O:16][C:5](=[O:6])[C:4]1[C:3](=[C:2]([OH:1])[CH:12]=[CH:11][CH:10]=1)[C:8]([O:7][CH3:19])=[O:9], predict the reactants needed to synthesize it. (4) Given the product [CH3:15][O:16][C:2]1[CH:3]=[C:4]([CH:8]=[CH:9][C:10]=1[C:11]([F:14])([F:13])[F:12])[CH:5]=[O:6], predict the reactants needed to synthesize it. The reactants are: F[C:2]1[CH:3]=[C:4]([CH:8]=[CH:9][C:10]=1[C:11]([F:14])([F:13])[F:12])[C:5](O)=[O:6].[CH3:15][O-:16].[Na+].Cl. (5) Given the product [Cl:1][C:2]1[CH:8]=[CH:7][C:5]([NH:6][C:14]2[CH:13]=[C:12]([F:17])[N:11]=[C:10]([F:9])[N:15]=2)=[CH:4][CH:3]=1, predict the reactants needed to synthesize it. The reactants are: [Cl:1][C:2]1[CH:8]=[CH:7][C:5]([NH2:6])=[CH:4][CH:3]=1.[F:9][C:10]1[N:15]=[C:14](F)[CH:13]=[C:12]([F:17])[N:11]=1.C(=O)([O-])[O-].[K+].[K+].